Dataset: Peptide-MHC class II binding affinity with 134,281 pairs from IEDB. Task: Regression. Given a peptide amino acid sequence and an MHC pseudo amino acid sequence, predict their binding affinity value. This is MHC class II binding data. The peptide sequence is GETLLRAVESYLLAH. The MHC is DRB1_0405 with pseudo-sequence DRB1_0405. The binding affinity (normalized) is 0.547.